From a dataset of Peptide-MHC class II binding affinity with 134,281 pairs from IEDB. Regression. Given a peptide amino acid sequence and an MHC pseudo amino acid sequence, predict their binding affinity value. This is MHC class II binding data. (1) The peptide sequence is EAVRHFPRPWLHGL. The MHC is HLA-DQA10102-DQB10602 with pseudo-sequence HLA-DQA10102-DQB10602. The binding affinity (normalized) is 0.0327. (2) The peptide sequence is AETCPIFYDVFFAVA. The MHC is DRB1_0404 with pseudo-sequence DRB1_0404. The binding affinity (normalized) is 0.482. (3) The peptide sequence is VGAITTIEDPVLAKK. The MHC is DRB3_0202 with pseudo-sequence DRB3_0202. The binding affinity (normalized) is 0. (4) The peptide sequence is NELGMLEKTKEDLFG. The MHC is HLA-DQA10501-DQB10302 with pseudo-sequence HLA-DQA10501-DQB10302. The binding affinity (normalized) is 0.183.